This data is from Forward reaction prediction with 1.9M reactions from USPTO patents (1976-2016). The task is: Predict the product of the given reaction. (1) Given the reactants [C:1]1([S:7]([N:10]2[C:14]3=[N:15][CH:16]=[CH:17][CH:18]=[C:13]3[CH:12]=[C:11]2[C:19](OS(C2C=CC(C)=CC=2)(=O)=O)=[CH:20][CH:21]2[CH2:25][CH2:24][CH2:23][CH2:22]2)(=[O:9])=[O:8])[CH:6]=[CH:5][CH:4]=[CH:3][CH:2]=1.[CH3:37][CH:38]([S:40]([C:43]1[CH:48]=[CH:47][C:46](B(O)O)=[CH:45][CH:44]=1)(=[O:42])=[O:41])[CH3:39].C(=O)([O-])[O-].[Na+].[Na+], predict the reaction product. The product is: [C:1]1([S:7]([N:10]2[C:14]3=[N:15][CH:16]=[CH:17][CH:18]=[C:13]3[CH:12]=[C:11]2[C:19]([C:46]2[CH:47]=[CH:48][C:43]([S:40]([CH:38]([CH3:39])[CH3:37])(=[O:42])=[O:41])=[CH:44][CH:45]=2)=[CH:20][CH:21]2[CH2:25][CH2:24][CH2:23][CH2:22]2)(=[O:9])=[O:8])[CH:2]=[CH:3][CH:4]=[CH:5][CH:6]=1. (2) The product is: [CH3:17][CH:18]([CH3:34])[C:19]([NH:21][C:22]1[CH:27]=[CH:26][CH:25]=[C:24]([CH:28]2[CH2:33][CH2:32][N:31]([CH2:15][C:6]3[C:7]4[C:12](=[CH:11][CH:10]=[CH:9][CH:8]=4)[CH:13]=[CH:14][C:5]=3[O:4][CH2:1][CH2:2][CH3:3])[CH2:30][CH2:29]2)[CH:23]=1)=[O:20]. Given the reactants [CH2:1]([O:4][C:5]1[CH:14]=[CH:13][C:12]2[C:7](=[CH:8][CH:9]=[CH:10][CH:11]=2)[C:6]=1[CH:15]=O)[CH2:2][CH3:3].[CH3:17][CH:18]([CH3:34])[C:19]([NH:21][C:22]1[CH:27]=[CH:26][CH:25]=[C:24]([CH:28]2[CH2:33][CH2:32][NH:31][CH2:30][CH2:29]2)[CH:23]=1)=[O:20], predict the reaction product. (3) Given the reactants C(N)CN.[Cl:5][C:6]1[CH:7]=[C:8]([C:12]2[N:13]=[C:14]([CH2:17][N:18]3C(=O)C4C(=CC=CC=4)C3=O)[S:15][CH:16]=2)[CH:9]=[CH:10][CH:11]=1, predict the reaction product. The product is: [Cl:5][C:6]1[CH:7]=[C:8]([C:12]2[N:13]=[C:14]([CH2:17][NH2:18])[S:15][CH:16]=2)[CH:9]=[CH:10][CH:11]=1. (4) Given the reactants [Cl:1][C:2]1[C:3]([C:31]2[CH:36]=[CH:35][C:34]([C:37]3[CH:42]=[CH:41][C:40]([C:43](=[O:50])[NH:44][CH:45]4[CH2:49][CH2:48][O:47][CH2:46]4)=[CH:39][CH:38]=3)=[CH:33][CH:32]=2)=[CH:4][C:5]2[N:9]=[C:8]([O:10][CH:11]3[CH2:16][CH2:15][CH:14]([C:17]([O:19]CC)=[O:18])[CH2:13][CH2:12]3)[N:7](COCC[Si](C)(C)C)[C:6]=2[CH:30]=1.O([Si](C)(C)C)[K], predict the reaction product. The product is: [Cl:1][C:2]1[C:3]([C:31]2[CH:32]=[CH:33][C:34]([C:37]3[CH:42]=[CH:41][C:40]([C:43](=[O:50])[NH:44][CH:45]4[CH2:49][CH2:48][O:47][CH2:46]4)=[CH:39][CH:38]=3)=[CH:35][CH:36]=2)=[CH:4][C:5]2[N:9]=[C:8]([O:10][CH:11]3[CH2:12][CH2:13][CH:14]([C:17]([OH:19])=[O:18])[CH2:15][CH2:16]3)[NH:7][C:6]=2[CH:30]=1. (5) Given the reactants [OH:1][CH2:2][CH2:3][N:4]1[CH2:9][CH2:8][N:7]([C:10]([O:12][C:13]([CH3:16])([CH3:15])[CH3:14])=[O:11])[CH2:6][CH2:5]1.[CH3:17][S:18](Cl)(=[O:20])=[O:19], predict the reaction product. The product is: [CH3:17][S:18]([O:1][CH2:2][CH2:3][N:4]1[CH2:9][CH2:8][N:7]([C:10]([O:12][C:13]([CH3:16])([CH3:15])[CH3:14])=[O:11])[CH2:6][CH2:5]1)(=[O:20])=[O:19].